The task is: Regression. Given two drug SMILES strings and cell line genomic features, predict the synergy score measuring deviation from expected non-interaction effect.. This data is from NCI-60 drug combinations with 297,098 pairs across 59 cell lines. (1) Drug 1: CC(C1=C(C=CC(=C1Cl)F)Cl)OC2=C(N=CC(=C2)C3=CN(N=C3)C4CCNCC4)N. Drug 2: CC=C1C(=O)NC(C(=O)OC2CC(=O)NC(C(=O)NC(CSSCCC=C2)C(=O)N1)C(C)C)C(C)C. Cell line: OVCAR-5. Synergy scores: CSS=56.0, Synergy_ZIP=-3.62, Synergy_Bliss=-7.08, Synergy_Loewe=-17.8, Synergy_HSA=-6.74. (2) Drug 1: CC1CC2C3CCC4=CC(=O)C=CC4(C3(C(CC2(C1(C(=O)CO)O)C)O)F)C. Drug 2: CN1C(=O)N2C=NC(=C2N=N1)C(=O)N. Cell line: SW-620. Synergy scores: CSS=30.8, Synergy_ZIP=1.73, Synergy_Bliss=-0.155, Synergy_Loewe=-6.45, Synergy_HSA=-1.22. (3) Drug 1: CC1=CC=C(C=C1)C2=CC(=NN2C3=CC=C(C=C3)S(=O)(=O)N)C(F)(F)F. Drug 2: C1=NC2=C(N=C(N=C2N1C3C(C(C(O3)CO)O)O)F)N. Cell line: KM12. Synergy scores: CSS=8.69, Synergy_ZIP=5.76, Synergy_Bliss=5.29, Synergy_Loewe=8.35, Synergy_HSA=-0.267. (4) Drug 1: CC=C1C(=O)NC(C(=O)OC2CC(=O)NC(C(=O)NC(CSSCCC=C2)C(=O)N1)C(C)C)C(C)C. Drug 2: CC1C(C(CC(O1)OC2CC(CC3=C2C(=C4C(=C3O)C(=O)C5=C(C4=O)C(=CC=C5)OC)O)(C(=O)CO)O)N)O.Cl. Cell line: NCIH23. Synergy scores: CSS=41.2, Synergy_ZIP=-2.83, Synergy_Bliss=-4.10, Synergy_Loewe=-7.23, Synergy_HSA=0.330. (5) Drug 1: C1CCN(CC1)CCOC2=CC=C(C=C2)C(=O)C3=C(SC4=C3C=CC(=C4)O)C5=CC=C(C=C5)O. Drug 2: CCCCCOC(=O)NC1=NC(=O)N(C=C1F)C2C(C(C(O2)C)O)O. Cell line: CAKI-1. Synergy scores: CSS=-2.00, Synergy_ZIP=0.977, Synergy_Bliss=-0.0258, Synergy_Loewe=-0.733, Synergy_HSA=-2.41. (6) Drug 1: C1=CC(=C2C(=C1NCCNCCO)C(=O)C3=C(C=CC(=C3C2=O)O)O)NCCNCCO. Drug 2: CC1C(C(=O)NC(C(=O)N2CCCC2C(=O)N(CC(=O)N(C(C(=O)O1)C(C)C)C)C)C(C)C)NC(=O)C3=C4C(=C(C=C3)C)OC5=C(C(=O)C(=C(C5=N4)C(=O)NC6C(OC(=O)C(N(C(=O)CN(C(=O)C7CCCN7C(=O)C(NC6=O)C(C)C)C)C)C(C)C)C)N)C. Cell line: M14. Synergy scores: CSS=12.4, Synergy_ZIP=-0.668, Synergy_Bliss=-1.74, Synergy_Loewe=-6.89, Synergy_HSA=-2.26. (7) Drug 1: CC1=C(C=C(C=C1)C(=O)NC2=CC(=CC(=C2)C(F)(F)F)N3C=C(N=C3)C)NC4=NC=CC(=N4)C5=CN=CC=C5. Drug 2: CC=C1C(=O)NC(C(=O)OC2CC(=O)NC(C(=O)NC(CSSCCC=C2)C(=O)N1)C(C)C)C(C)C. Cell line: SK-MEL-5. Synergy scores: CSS=60.9, Synergy_ZIP=-0.858, Synergy_Bliss=-6.03, Synergy_Loewe=-73.0, Synergy_HSA=-11.0. (8) Drug 1: CC1=CC2C(CCC3(C2CCC3(C(=O)C)OC(=O)C)C)C4(C1=CC(=O)CC4)C. Drug 2: C1=C(C(=O)NC(=O)N1)F. Cell line: DU-145. Synergy scores: CSS=32.5, Synergy_ZIP=0.735, Synergy_Bliss=-0.435, Synergy_Loewe=-12.5, Synergy_HSA=-3.58.